Task: Predict the reactants needed to synthesize the given product.. Dataset: Full USPTO retrosynthesis dataset with 1.9M reactions from patents (1976-2016) (1) Given the product [CH3:68][N:58]([C:52]1[CH:53]=[CH:54][CH:55]=[C:56]2[C:51]=1[NH:50][C:49]([C:47]1[S:43][CH:44]([CH2:69][N:70]3[CH2:71][CH2:72][O:73][CH2:74][CH2:75]3)[CH2:45][N:46]=1)=[CH:57]2)[S:59]([C:62]1[CH:63]=[N:64][CH:65]=[CH:66][CH:67]=1)(=[O:60])=[O:61], predict the reactants needed to synthesize it. The reactants are: C1(P(=O)(C2C=CC=CC=2)C2C=CC=CC=2)C=CC=CC=1.FC(F)(F)S(OS(C(F)(F)F)(=O)=O)(=O)=O.C([S:43][CH:44]([CH2:69][N:70]1[CH2:75][CH2:74][O:73][CH2:72][CH2:71]1)[CH2:45][NH:46][C:47]([C:49]1[NH:50][C:51]2[C:56]([CH:57]=1)=[CH:55][CH:54]=[CH:53][C:52]=2[N:58]([CH3:68])[S:59]([C:62]1[CH:63]=[N:64][CH:65]=[CH:66][CH:67]=1)(=[O:61])=[O:60])=O)C1C=CC=CC=1.CSC. (2) The reactants are: [OH:1][CH2:2][C:3]1[S:7][N:6]=[N:5][C:4]=1[C:8]([O:10][CH3:11])=[O:9].N1C(C)=CC=CC=1C.O([Si:28]([CH:35]([CH3:37])[CH3:36])([CH:32]([CH3:34])[CH3:33])[CH:29]([CH3:31])[CH3:30])S(C(F)(F)F)(=O)=O. Given the product [CH:29]([Si:28]([CH:35]([CH3:37])[CH3:36])([CH:32]([CH3:34])[CH3:33])[O:1][CH2:2][C:3]1[S:7][N:6]=[N:5][C:4]=1[C:8]([O:10][CH3:11])=[O:9])([CH3:31])[CH3:30], predict the reactants needed to synthesize it.